From a dataset of Reaction yield outcomes from USPTO patents with 853,638 reactions. Predict the reaction yield, written as a fraction of the theoretical maximum amount of product (1.0 means a 100% yield; for example, 0.34 means a 34% yield). (1) The reactants are [C:1](Cl)(=[O:8])[C:2]1[CH:7]=[CH:6][CH:5]=[CH:4][CH:3]=1.[OH:10][CH2:11][C:12]1([C:18]([O:20][CH2:21][CH3:22])=[O:19])[CH2:17][CH:16]=[CH:15][CH2:14][O:13]1. The catalyst is C(Cl)Cl. The product is [C:1]([O:10][CH2:11][C:12]1([C:18]([O:20][CH2:21][CH3:22])=[O:19])[CH2:17][CH:16]=[CH:15][CH2:14][O:13]1)(=[O:8])[C:2]1[CH:7]=[CH:6][CH:5]=[CH:4][CH:3]=1. The yield is 0.980. (2) The reactants are O.[NH2:2][NH2:3].[CH3:4][O:5][C:6]1[CH:13]=[CH:12][C:9]([CH2:10][Cl:11])=[CH:8][CH:7]=1. The catalyst is CCO. The product is [ClH:11].[CH3:4][O:5][C:6]1[CH:13]=[CH:12][C:9]([CH2:10][NH:2][NH2:3])=[CH:8][CH:7]=1. The yield is 0.720. (3) The reactants are [C:1]1([CH2:7][CH2:8][SH:9])[CH:6]=[CH:5][CH:4]=[CH:3][CH:2]=1.Br[CH2:11][C:12]1[CH:13]=[C:14]([CH:19]=[CH:20][CH:21]=1)[C:15]([O:17][CH3:18])=[O:16].C([O-])([O-])=O.[Cs+].[Cs+]. The catalyst is CN(C=O)C.C(OCC)(=O)C.O. The product is [CH2:8]([S:9][CH2:11][C:12]1[CH:13]=[C:14]([CH:19]=[CH:20][CH:21]=1)[C:15]([O:17][CH3:18])=[O:16])[CH2:7][C:1]1[CH:6]=[CH:5][CH:4]=[CH:3][CH:2]=1. The yield is 0.960. (4) The reactants are [CH2:1]([CH2:3][NH2:4])[OH:2].[C:5]1(=O)[O:11][C:9](=[O:10])[CH2:8][O:7][CH2:6]1. The catalyst is N1C=CC=CC=1. The product is [OH:2][CH2:1][CH2:3][N:4]1[C:9](=[O:10])[CH2:8][O:7][CH2:6][C:5]1=[O:11]. The yield is 0.125.